Dataset: Catalyst prediction with 721,799 reactions and 888 catalyst types from USPTO. Task: Predict which catalyst facilitates the given reaction. (1) Reactant: C(OC(=O)[NH:7][C@H:8]([CH2:32][C:33]1[CH:38]=[C:37]([F:39])[C:36]([F:40])=[CH:35][C:34]=1[F:41])[CH2:9][C:10]([N:12]1[CH2:17][CH2:16][N:15]2[C:18]([C:28]([F:31])([F:30])[F:29])=[N:19][C:20]([C:21](=[O:27])[NH:22][CH2:23][CH2:24][CH2:25][CH3:26])=[C:14]2[CH2:13]1)=[O:11])(C)(C)C.FC(F)(F)C(O)=O. Product: [CH2:23]([NH:22][C:21]([C:20]1[N:19]=[C:18]([C:28]([F:29])([F:30])[F:31])[N:15]2[CH2:16][CH2:17][N:12]([C:10](=[O:11])[CH2:9][C@H:8]([NH2:7])[CH2:32][C:33]3[CH:38]=[C:37]([F:39])[C:36]([F:40])=[CH:35][C:34]=3[F:41])[CH2:13][C:14]=12)=[O:27])[CH2:24][CH2:25][CH3:26]. The catalyst class is: 4. (2) Reactant: [CH3:1][O:2][C:3]1[CH:8]=[CH:7][C:6]([C@@H:9]2[CH2:14][CH2:13][C@H:12]([OH:15])[CH2:11][CH2:10]2)=[CH:5][CH:4]=1.C(N(CC)CC)C.[CH3:23][S:24](Cl)(=[O:26])=[O:25]. Product: [CH3:23][S:24]([O:15][C@H:12]1[CH2:13][CH2:14][C@@H:9]([C:6]2[CH:5]=[CH:4][C:3]([O:2][CH3:1])=[CH:8][CH:7]=2)[CH2:10][CH2:11]1)(=[O:26])=[O:25]. The catalyst class is: 7.